Predict which catalyst facilitates the given reaction. From a dataset of Catalyst prediction with 721,799 reactions and 888 catalyst types from USPTO. (1) Reactant: Cl[C:2]1[NH:7][C:6](=[O:8])[N:5]([CH:9]([CH3:11])[CH3:10])[C:4](=[O:12])[CH:3]=1.[CH3:13][C@H:14]([NH2:21])[C:15]1[CH:20]=[CH:19][CH:18]=[CH:17][CH:16]=1.CCCCCC. Product: [CH:9]([N:5]1[C:4](=[O:12])[CH:3]=[C:2]([NH:21][C@H:14]([C:15]2[CH:20]=[CH:19][CH:18]=[CH:17][CH:16]=2)[CH3:13])[NH:7][C:6]1=[O:8])([CH3:11])[CH3:10]. The catalyst class is: 12. (2) Reactant: [NH:1]1[C:9]2[C:4](=[CH:5][CH:6]=[C:7]([CH:10]=[O:11])[CH:8]=2)[CH:3]=[N:2]1.C([O-])([O-])=O.[K+].[K+].[I:18]I.[O-]S(S([O-])=O)=O.[Na+].[Na+]. Product: [I:18][C:3]1[C:4]2[C:9](=[CH:8][C:7]([CH:10]=[O:11])=[CH:6][CH:5]=2)[NH:1][N:2]=1. The catalyst class is: 18. (3) Reactant: [C:1]([C:5]1[CH:10]=[CH:9][C:8]([C:11]([CH3:18])([CH3:17])[C:12](=O)[C:13]([OH:15])=[O:14])=[CH:7][CH:6]=1)([CH3:4])([CH3:3])[CH3:2].[CH3:19][NH2:20]. Product: [C:1]([C:5]1[CH:10]=[CH:9][C:8]([C:11]([CH3:18])([CH3:17])[C@@H:12]([C:13]([OH:15])=[O:14])[NH:20][CH3:19])=[CH:7][CH:6]=1)([CH3:4])([CH3:3])[CH3:2]. The catalyst class is: 7. (4) Reactant: [Br:1][C:2]1[CH:3]=[C:4]([C:9]2[CH:14]=[CH:13][C:12]([CH2:15][N:16]([CH3:29])[C:17]([C:19]3[C:27]4[C:22](=[CH:23][CH:24]=[CH:25][CH:26]=4)[N:21]([CH3:28])[CH:20]=3)=[O:18])=[CH:11][CH:10]=2)[CH:5]=[CH:6][C:7]=1[OH:8].Br[CH2:31][C:32]#[N:33].C(=O)([O-])[O-].[K+].[K+]. Product: [Br:1][C:2]1[CH:3]=[C:4]([C:9]2[CH:14]=[CH:13][C:12]([CH2:15][N:16]([CH3:29])[C:17]([C:19]3[C:27]4[C:22](=[CH:23][CH:24]=[CH:25][CH:26]=4)[N:21]([CH3:28])[CH:20]=3)=[O:18])=[CH:11][CH:10]=2)[CH:5]=[CH:6][C:7]=1[O:8][CH2:31][C:32]#[N:33]. The catalyst class is: 3. (5) Reactant: Br[C:2]1[N:7]=[CH:6][C:5]2[C:8]([C:14]3[C:18]([CH3:19])=[CH:17][N:16]([CH2:20][CH2:21][O:22][CH:23]4[CH2:28][CH2:27][CH2:26][CH2:25][O:24]4)[N:15]=3)=[CH:9][N:10]([CH:11]([CH3:13])[CH3:12])[C:4]=2[CH:3]=1.[CH:29]1([S:32]([N:35]2[CH:39]=[C:38]([C:40]3[N:45]=[C:44]([NH2:46])[CH:43]=[CH:42][N:41]=3)[CH:37]=[N:36]2)(=[O:34])=[O:33])[CH2:31][CH2:30]1.C1(P(C2C=CC=CC=2)C2C3OC4C(=CC=CC=4P(C4C=CC=CC=4)C4C=CC=CC=4)C(C)(C)C=3C=CC=2)C=CC=CC=1.C(=O)([O-])[O-].[Cs+].[Cs+]. Product: [CH:29]1([S:32]([N:35]2[CH:39]=[C:38]([C:40]3[N:45]=[C:44]([NH:46][C:2]4[N:7]=[CH:6][C:5]5[C:8]([C:14]6[C:18]([CH3:19])=[CH:17][N:16]([CH2:20][CH2:21][O:22][CH:23]7[CH2:28][CH2:27][CH2:26][CH2:25][O:24]7)[N:15]=6)=[CH:9][N:10]([CH:11]([CH3:13])[CH3:12])[C:4]=5[CH:3]=4)[CH:43]=[CH:42][N:41]=3)[CH:37]=[N:36]2)(=[O:33])=[O:34])[CH2:31][CH2:30]1. The catalyst class is: 102.